This data is from Forward reaction prediction with 1.9M reactions from USPTO patents (1976-2016). The task is: Predict the product of the given reaction. (1) Given the reactants C(C1N=C(N2CC[C@H](O)C2)C2C(=NN(CC3C(C)=NON=3)N=2)N=1)(C)(C)C.[C:27]([C:31]1[N:32]=[C:33]([N:40]2[CH2:44][CH2:43][C@H:42]([O:45]C(=O)C(F)(F)F)[CH2:41]2)[C:34]2[N:39]=[N:38][NH:37][C:35]=2[N:36]=1)([CH3:30])([CH3:29])[CH3:28].Cl[CH2:53][C:54]1[N:58]([CH3:59])[N:57]=[C:56]([CH3:60])[CH:55]=1, predict the reaction product. The product is: [C:27]([C:31]1[N:32]=[C:33]([N:40]2[CH2:44][CH2:43][C@H:42]([OH:45])[CH2:41]2)[C:34]2[C:35](=[N:37][N:38]([CH2:53][C:54]3[N:58]([CH3:59])[N:57]=[C:56]([CH3:60])[CH:55]=3)[N:39]=2)[N:36]=1)([CH3:29])([CH3:28])[CH3:30]. (2) Given the reactants [ClH:1].Cl.[NH2:3][CH:4]1[CH2:9][CH2:8][N:7]([CH2:10][CH2:11][N:12]2[C:21]3[C:16](=[N:17][CH:18]=[C:19]([F:22])[CH:20]=3)[CH:15]=[CH:14][C:13]2=[O:23])[CH2:6][CH2:5]1.C(N(CC)CC)C.[O:31]1[C:36]2=[CH:37][N:38]=[C:39]([CH:41]=O)[CH:40]=[C:35]2[CH2:34][CH2:33][CH2:32]1.[BH-](OC(C)=O)(OC(C)=O)OC(C)=O.[Na+].C([O-])(O)=O.[Na+], predict the reaction product. The product is: [ClH:1].[O:31]1[C:36]2=[CH:37][N:38]=[C:39]([CH2:41][NH:3][CH:4]3[CH2:5][CH2:6][N:7]([CH2:10][CH2:11][N:12]4[C:21]5[C:16](=[N:17][CH:18]=[C:19]([F:22])[CH:20]=5)[CH:15]=[CH:14][C:13]4=[O:23])[CH2:8][CH2:9]3)[CH:40]=[C:35]2[CH2:34][CH2:33][CH2:32]1. (3) Given the reactants [C:1]([O:5][C:6](=[O:32])[NH:7][C:8]1[N:9]([CH3:31])[C:10](=[O:30])[C:11]([O:28][CH3:29])=[C:12]2[C:17]=1[CH2:16][CH2:15][N:14]([CH2:18][C:19]1[CH:24]=[CH:23][C:22]([F:25])=[C:21]([Cl:26])[CH:20]=1)[C:13]2=[O:27])([CH3:4])([CH3:3])[CH3:2].[H-].[Na+].[CH3:35][S:36](Cl)(=[O:38])=[O:37], predict the reaction product. The product is: [C:1]([O:5][C:6](=[O:32])[N:7]([C:8]1[N:9]([CH3:31])[C:10](=[O:30])[C:11]([O:28][CH3:29])=[C:12]2[C:17]=1[CH2:16][CH2:15][N:14]([CH2:18][C:19]1[CH:24]=[CH:23][C:22]([F:25])=[C:21]([Cl:26])[CH:20]=1)[C:13]2=[O:27])[S:36]([CH3:35])(=[O:38])=[O:37])([CH3:4])([CH3:3])[CH3:2]. (4) Given the reactants C(OC([N:8]1[CH2:17][CH2:16][C:15]2[C:11](=[C:12](OS(C(F)(F)F)(=O)=O)[N:13]([CH:18]3[CH2:23][CH2:22][CH2:21][CH2:20][CH2:19]3)[N:14]=2)[CH2:10][CH2:9]1)=O)(C)(C)C.[F:32][C:33]1[CH:38]=[CH:37][C:36](B(O)O)=[CH:35][CH:34]=1, predict the reaction product. The product is: [CH:18]1([N:13]2[C:12]([C:36]3[CH:37]=[CH:38][C:33]([F:32])=[CH:34][CH:35]=3)=[C:11]3[C:15]([CH2:16][CH2:17][NH:8][CH2:9][CH2:10]3)=[N:14]2)[CH2:19][CH2:20][CH2:21][CH2:22][CH2:23]1. (5) Given the reactants [F:1][C:2]1[CH:7]=[CH:6][C:5]([CH2:8][C:9]([OH:11])=O)=[CH:4][C:3]=1[C:12]([F:15])([F:14])[F:13].C(Cl)(=O)C(Cl)=O.CN(C)C=O.[C:27]([N:30]1[C:35]2[N:36]=[C:37]([C@H:50]([NH:52][CH2:53][C:54]3[N:55]([CH3:60])[N:56]=[C:57]([CH3:59])[CH:58]=3)[CH3:51])[N:38]([C:41]3[CH:46]=[CH:45][C:44]([O:47][CH2:48][CH3:49])=[CH:43][CH:42]=3)[C:39](=[O:40])[C:34]=2[CH2:33][CH2:32][CH2:31]1)(=[O:29])[CH3:28].C(N(CC)CC)C, predict the reaction product. The product is: [C:27]([N:30]1[C:35]2[N:36]=[C:37]([C@H:50]([N:52]([CH2:53][C:54]3[N:55]([CH3:60])[N:56]=[C:57]([CH3:59])[CH:58]=3)[C:9](=[O:11])[CH2:8][C:5]3[CH:6]=[CH:7][C:2]([F:1])=[C:3]([C:12]([F:15])([F:14])[F:13])[CH:4]=3)[CH3:51])[N:38]([C:41]3[CH:42]=[CH:43][C:44]([O:47][CH2:48][CH3:49])=[CH:45][CH:46]=3)[C:39](=[O:40])[C:34]=2[CH2:33][CH2:32][CH2:31]1)(=[O:29])[CH3:28]. (6) Given the reactants Br[C:2]1[C:3]([NH2:22])=[N:4][CH:5]=[N:6][C:7]=1[O:8][C:9]1[CH:14]=[CH:13][C:12]([O:15][C:16]2[CH:21]=[CH:20][CH:19]=[CH:18][CH:17]=2)=[CH:11][CH:10]=1.CC1(C)C(C)(C)OB([C:31]2[CH:32]=[C:33]([NH:37][C:38](=[O:41])[CH2:39][CH3:40])[CH:34]=[CH:35][CH:36]=2)O1, predict the reaction product. The product is: [NH2:22][C:3]1[C:2]([C:35]2[CH:34]=[C:33]([NH:37][C:38](=[O:41])[CH2:39][CH3:40])[CH:32]=[CH:31][CH:36]=2)=[C:7]([O:8][C:9]2[CH:14]=[CH:13][C:12]([O:15][C:16]3[CH:21]=[CH:20][CH:19]=[CH:18][CH:17]=3)=[CH:11][CH:10]=2)[N:6]=[CH:5][N:4]=1.